Dataset: Full USPTO retrosynthesis dataset with 1.9M reactions from patents (1976-2016). Task: Predict the reactants needed to synthesize the given product. (1) Given the product [F:11][C:8]([F:9])([F:10])[C:3]1[CH:4]=[CH:5][CH:6]=[CH:7][C:2]=1[NH:1][C:19](=[O:20])[O:21][C:22]1[CH:27]=[CH:26][CH:25]=[CH:24][CH:23]=1, predict the reactants needed to synthesize it. The reactants are: [NH2:1][C:2]1[CH:7]=[CH:6][CH:5]=[CH:4][C:3]=1[C:8]([F:11])([F:10])[F:9].N1C=CC=CC=1.Cl[C:19]([O:21][C:22]1[CH:27]=[CH:26][CH:25]=[CH:24][CH:23]=1)=[O:20].O. (2) The reactants are: [Br:1][C:2]1[CH:3]=[C:4]([CH:8]([C:24]2([OH:30])[CH2:29][CH2:28][CH2:27][CH2:26][CH2:25]2)[C:9]([N:11]2[CH2:16][CH2:15][N:14]([C:17]([O:19][C:20]([CH3:23])([CH3:22])[CH3:21])=[O:18])[CH2:13][CH2:12]2)=O)[CH:5]=[CH:6][CH:7]=1.B.CO. Given the product [Br:1][C:2]1[CH:3]=[C:4]([CH:8]([C:24]2([OH:30])[CH2:29][CH2:28][CH2:27][CH2:26][CH2:25]2)[CH2:9][N:11]2[CH2:12][CH2:13][N:14]([C:17]([O:19][C:20]([CH3:23])([CH3:22])[CH3:21])=[O:18])[CH2:15][CH2:16]2)[CH:5]=[CH:6][CH:7]=1, predict the reactants needed to synthesize it. (3) Given the product [O:40]1[C:44]2[CH:45]=[CH:46][C:47]([CH:49]=[CH:50][C:51]3[C:59]4[C:54](=[CH:55][C:56]([N:60]([CH3:70])[C:61]5[CH:66]=[CH:65][CH:64]=[C:63]([NH2:67])[CH:62]=5)=[CH:57][CH:58]=4)[NH:53][N:52]=3)=[CH:48][C:43]=2[O:42][CH2:41]1, predict the reactants needed to synthesize it. The reactants are: O1C2C=CC(C=CC3C4C(=CC(NC5CC(C)([N+]([O-])=O)C=CC=5)=CC=4)N(COCC[Si](C)(C)C)N=3)=CC=2OC1.[O:40]1[C:44]2[CH:45]=[CH:46][C:47]([CH:49]=[CH:50][C:51]3[C:59]4[C:54](=[CH:55][C:56]([N:60]([CH3:70])[C:61]5[CH:66]=[CH:65][CH:64]=[C:63]([N+:67]([O-])=O)[CH:62]=5)=[CH:57][CH:58]=4)[NH:53][N:52]=3)=[CH:48][C:43]=2[O:42][CH2:41]1.